Dataset: Catalyst prediction with 721,799 reactions and 888 catalyst types from USPTO. Task: Predict which catalyst facilitates the given reaction. Reactant: [F:1][C:2]1[CH:24]=[C:23]([F:25])[CH:22]=[CH:21][C:3]=1[CH2:4][C@H:5]1[CH2:10][C@@H:9]([C:11]2[O:15][NH:14][C:13](=[O:16])[CH:12]=2)[CH2:8][CH2:7][N:6]1[C:17]([O:19][CH3:20])=[O:18].CCCCCCC.CCO. Product: [F:1][C:2]1[CH:24]=[C:23]([F:25])[CH:22]=[CH:21][C:3]=1[CH2:4][C@H:5]1[CH2:10][C@@H:9]([C:11]2[O:15][NH:14][C:13](=[O:16])[CH:12]=2)[CH2:8][CH2:7][N:6]1[C:17]([O:19][CH3:20])=[O:18].[F:1][C:2]1[CH:24]=[C:23]([F:25])[CH:22]=[CH:21][C:3]=1[CH2:4][C@@H:5]1[CH2:10][C@H:9]([C:11]2[O:15][NH:14][C:13](=[O:16])[CH:12]=2)[CH2:8][CH2:7][N:6]1[C:17]([O:19][CH3:20])=[O:18]. The catalyst class is: 10.